This data is from NCI-60 drug combinations with 297,098 pairs across 59 cell lines. The task is: Regression. Given two drug SMILES strings and cell line genomic features, predict the synergy score measuring deviation from expected non-interaction effect. (1) Drug 1: CC12CCC(CC1=CCC3C2CCC4(C3CC=C4C5=CN=CC=C5)C)O. Drug 2: C1=CN(C=N1)CC(O)(P(=O)(O)O)P(=O)(O)O. Cell line: HL-60(TB). Synergy scores: CSS=-7.15, Synergy_ZIP=1.00, Synergy_Bliss=-2.06, Synergy_Loewe=-5.10, Synergy_HSA=-7.27. (2) Drug 1: CCCS(=O)(=O)NC1=C(C(=C(C=C1)F)C(=O)C2=CNC3=C2C=C(C=N3)C4=CC=C(C=C4)Cl)F. Drug 2: CC1=C(C=C(C=C1)C(=O)NC2=CC(=CC(=C2)C(F)(F)F)N3C=C(N=C3)C)NC4=NC=CC(=N4)C5=CN=CC=C5. Cell line: HT29. Synergy scores: CSS=43.2, Synergy_ZIP=7.20, Synergy_Bliss=8.17, Synergy_Loewe=-5.01, Synergy_HSA=4.99. (3) Drug 1: C1CCC(CC1)NC(=O)N(CCCl)N=O. Drug 2: CC1C(C(=O)NC(C(=O)N2CCCC2C(=O)N(CC(=O)N(C(C(=O)O1)C(C)C)C)C)C(C)C)NC(=O)C3=C4C(=C(C=C3)C)OC5=C(C(=O)C(=C(C5=N4)C(=O)NC6C(OC(=O)C(N(C(=O)CN(C(=O)C7CCCN7C(=O)C(NC6=O)C(C)C)C)C)C(C)C)C)N)C. Cell line: TK-10. Synergy scores: CSS=4.12, Synergy_ZIP=-1.95, Synergy_Bliss=-1.64, Synergy_Loewe=-3.89, Synergy_HSA=-3.50. (4) Drug 1: C1CCN(CC1)CCOC2=CC=C(C=C2)C(=O)C3=C(SC4=C3C=CC(=C4)O)C5=CC=C(C=C5)O. Drug 2: CC1CCCC2(C(O2)CC(NC(=O)CC(C(C(=O)C(C1O)C)(C)C)O)C(=CC3=CSC(=N3)C)C)C. Cell line: IGROV1. Synergy scores: CSS=-2.42, Synergy_ZIP=0.449, Synergy_Bliss=-2.53, Synergy_Loewe=-5.79, Synergy_HSA=-4.27.